Task: Predict the reactants needed to synthesize the given product.. Dataset: Full USPTO retrosynthesis dataset with 1.9M reactions from patents (1976-2016) (1) Given the product [Cl:1][C:2]1[CH:3]=[C:4]([C:8](=[O:15])[CH:9]([CH2:19][C:20]2[CH:25]=[CH:24][C:23]([CH2:26][C:27]([F:32])([F:33])[C:28]([F:29])([F:30])[F:31])=[CH:22][CH:21]=2)[C:10]([O:12][CH2:13][CH3:14])=[O:11])[CH:5]=[CH:6][CH:7]=1, predict the reactants needed to synthesize it. The reactants are: [Cl:1][C:2]1[CH:3]=[C:4]([C:8](=[O:15])[CH2:9][C:10]([O:12][CH2:13][CH3:14])=[O:11])[CH:5]=[CH:6][CH:7]=1.[H-].[Na+].Br[CH2:19][C:20]1[CH:25]=[CH:24][C:23]([CH2:26][C:27]([F:33])([F:32])[C:28]([F:31])([F:30])[F:29])=[CH:22][CH:21]=1. (2) Given the product [F:15][C:12]1([F:14])[O:11][C:10]2[CH:16]=[CH:17][C:7]([NH:6][C:4]([C:3]3[CH:18]=[C:19]([F:22])[CH:20]=[CH:21][C:2]=3[NH:1][CH2:52][C:53]3[CH:58]=[CH:57][N:56]=[C:55]([C:59]([N:61]([CH3:62])[CH3:63])=[O:60])[CH:54]=3)=[O:5])=[CH:8][C:9]=2[O:13]1, predict the reactants needed to synthesize it. The reactants are: [NH2:1][C:2]1[CH:21]=[CH:20][C:19]([F:22])=[CH:18][C:3]=1[C:4]([NH:6][C:7]1[CH:17]=[CH:16][C:10]2[O:11][C:12]([F:15])([F:14])[O:13][C:9]=2[CH:8]=1)=[O:5].NC1C=CC=CC=1C(NC1C=CC2OC(F)(F)C(F)(F)OC=2C=1)=O.CS(O[CH2:52][C:53]1[CH:58]=[CH:57][N:56]=[C:55]([C:59]([N:61]([CH3:63])[CH3:62])=[O:60])[CH:54]=1)(=O)=O. (3) The reactants are: [N:1]1[CH:6]=[CH:5][CH:4]=[C:3]([CH2:7][CH2:8][CH2:9][C:10]([OH:12])=O)[CH:2]=1.C(Cl)(=O)C([Cl:16])=O. Given the product [N:1]1[CH:6]=[CH:5][CH:4]=[C:3]([CH2:7][CH2:8][CH2:9][C:10]([Cl:16])=[O:12])[CH:2]=1, predict the reactants needed to synthesize it.